This data is from Catalyst prediction with 721,799 reactions and 888 catalyst types from USPTO. The task is: Predict which catalyst facilitates the given reaction. (1) Reactant: [Cl:1][C:2]1[CH:29]=[CH:28][C:5]([CH2:6][N:7]2[C:15]3[C:10](=[CH:11][C:12]([C:16]([F:19])([F:18])[F:17])=[CH:13][CH:14]=3)[C:9](SC3C=CC=CC=3)=[C:8]2[CH3:27])=[CH:4][CH:3]=1.SC1C=CC=CC=1C(O)=O. Product: [Cl:1][C:2]1[CH:3]=[CH:4][C:5]([CH2:6][N:7]2[C:15]3[C:10](=[CH:11][C:12]([C:16]([F:19])([F:17])[F:18])=[CH:13][CH:14]=3)[CH:9]=[C:8]2[CH3:27])=[CH:28][CH:29]=1. The catalyst class is: 55. (2) Reactant: [Cl:1][C:2]1[CH:3]=[C:4]([CH:9]=[C:10]([CH3:16])[C:11]([O:13][CH2:14][CH3:15])=[O:12])[CH:5]=[CH:6][C:7]=1[OH:8].[H][H]. Product: [Cl:1][C:2]1[CH:3]=[C:4]([CH2:9][CH:10]([CH3:16])[C:11]([O:13][CH2:14][CH3:15])=[O:12])[CH:5]=[CH:6][C:7]=1[OH:8]. The catalyst class is: 78. (3) Reactant: C(OC(=O)[NH:7][CH2:8][CH:9]1[CH2:13][CH2:12][CH2:11][S:10]1)(C)(C)C.[F:15][C:16]([F:21])([F:20])[C:17]([OH:19])=[O:18]. Product: [S:10]1[CH2:11][CH2:12][CH2:13][CH:9]1[CH2:8][NH2:7].[F:15][C:16]([F:21])([F:20])[C:17]([O-:19])=[O:18]. The catalyst class is: 2. (4) Reactant: [N:1]([C@H:4]1[C:13]2[C:8](=[C:9]([Br:15])[CH:10]=[C:11]([Br:14])[CH:12]=2)[O:7][CH2:6][CH2:5]1)=[N+]=[N-].CP(C)C.[ClH:20]. Product: [ClH:20].[Br:14][C:11]1[CH:12]=[C:13]2[C:8](=[C:9]([Br:15])[CH:10]=1)[O:7][CH2:6][CH2:5][C@H:4]2[NH2:1]. The catalyst class is: 841. (5) Reactant: C(OC([N:6]1[CH2:11][CH2:10][C:9]([OH:18])([C:12]2[S:13][CH:14]=[CH:15][C:16]=2[CH3:17])[CH2:8][CH2:7]1)=O)C.[OH-].[K+]. Product: [OH:18][C:9]1([C:12]2[S:13][CH:14]=[CH:15][C:16]=2[CH3:17])[CH2:8][CH2:7][NH:6][CH2:11][CH2:10]1. The catalyst class is: 32. (6) Reactant: [C:1]([N:4]1[CH2:10][C:9]2[CH:11]=[CH:12][C:13]([C:15](OC)=[O:16])=[CH:14][C:8]=2[O:7][CH2:6][C@H:5]1[CH3:19])(=[O:3])[CH3:2].[OH-:20].[Na+].[NH2:22]O. Product: [C:1]([N:4]1[CH2:10][C:9]2[CH:11]=[CH:12][C:13]([C:15]([NH:22][OH:20])=[O:16])=[CH:14][C:8]=2[O:7][CH2:6][C@H:5]1[CH3:19])(=[O:3])[CH3:2]. The catalyst class is: 36. (7) Reactant: [CH3:1][NH:2][CH2:3][CH2:4]/[CH:5]=[C:6]1\[C:7]2[C:12]([CH2:13][O:14][C:15]3[C:20]\1=[CH:19][CH:18]=[CH:17][CH:16]=3)=[CH:11][CH:10]=[CH:9][CH:8]=2.P([O-])([O-])([O-])=[O:22].[Na+].[Na+].[Na+]. Product: [CH2:20]1[CH2:15][O:14][CH2:18][CH2:19]1.[CH3:13][OH:14].[NH4+:2].[OH-:22].[CH3:1][NH:2][CH2:3][CH2:4]/[CH:5]=[C:6]1\[C:7]2[C:12]([CH2:13][O:14][C:15]3[C:20]\1=[CH:19][CH:18]=[CH:17][CH:16]=3)=[CH:11][CH:10]=[CH:9][CH:8]=2. The catalyst class is: 324. (8) Reactant: [F:1][C:2]1[C:14]([NH:15][CH2:16][C:17]2[CH:22]=[C:21]([C:23]3[CH:28]=[CH:27][CH:26]=[C:25]([F:29])[CH:24]=3)[CH:20]=[C:19]([CH3:30])[C:18]=2[O:31][CH3:32])=[C:13]([F:33])[CH:12]=[CH:11][C:3]=1[O:4][CH2:5][C:6]([O:8]CC)=[O:7].[Li+].[OH-].O. Product: [F:1][C:2]1[C:14]([NH:15][CH2:16][C:17]2[CH:22]=[C:21]([C:23]3[CH:28]=[CH:27][CH:26]=[C:25]([F:29])[CH:24]=3)[CH:20]=[C:19]([CH3:30])[C:18]=2[O:31][CH3:32])=[C:13]([F:33])[CH:12]=[CH:11][C:3]=1[O:4][CH2:5][C:6]([OH:8])=[O:7]. The catalyst class is: 1. (9) Reactant: [F:1][C:2]1[C:10]2[CH2:9][CH2:8][CH2:7][CH2:6][C:5]=2[N:4]2[CH2:11][CH2:12][N:13]([C:16]3[N:23]=[CH:22][CH:21]=[C:20]([C:24]4[CH:29]=[C:28]([NH:30][C:31]5[CH:36]=[CH:35][C:34]([N:37]6[CH2:42][CH2:41][N:40]([CH:43]7[CH2:46][O:45][CH2:44]7)[CH2:39][C@@H:38]6[CH3:47])=[CH:33][N:32]=5)[C:27](=[O:48])[N:26]([CH3:49])[CH:25]=4)[C:17]=3[CH:18]=[O:19])[C:14](=[O:15])[C:3]=12.[BH4-].[Na+]. Product: [F:1][C:2]1[C:10]2[CH2:9][CH2:8][CH2:7][CH2:6][C:5]=2[N:4]2[CH2:11][CH2:12][N:13]([C:16]3[C:17]([CH2:18][OH:19])=[C:20]([C:24]4[CH:29]=[C:28]([NH:30][C:31]5[CH:36]=[CH:35][C:34]([N:37]6[CH2:42][CH2:41][N:40]([CH:43]7[CH2:44][O:45][CH2:46]7)[CH2:39][C@@H:38]6[CH3:47])=[CH:33][N:32]=5)[C:27](=[O:48])[N:26]([CH3:49])[CH:25]=4)[CH:21]=[CH:22][N:23]=3)[C:14](=[O:15])[C:3]=12. The catalyst class is: 5. (10) Reactant: C(OC([N:8]1[CH2:13][CH2:12][N:11]([C:14]2[C:18]([O:19][CH2:20][C:21]3[CH:26]=[CH:25][N:24]=[CH:23][CH:22]=3)=[N:17][S:16][N:15]=2)[CH2:10][CH2:9]1)=O)(C)(C)C.[ClH:27]. Product: [ClH:27].[ClH:27].[N:24]1[CH:25]=[CH:26][C:21]([CH2:20][O:19][C:18]2[C:14]([N:11]3[CH2:12][CH2:13][NH:8][CH2:9][CH2:10]3)=[N:15][S:16][N:17]=2)=[CH:22][CH:23]=1. The catalyst class is: 225.